From a dataset of Full USPTO retrosynthesis dataset with 1.9M reactions from patents (1976-2016). Predict the reactants needed to synthesize the given product. Given the product [F:3][C:4]1[CH:29]=[CH:28][CH:27]=[C:26]([F:30])[C:5]=1[CH2:6][O:7][C:8]1[C:9]2[N:10]([C:17]([C:21]([OH:23])=[O:22])=[C:18]([CH3:20])[N:19]=2)[CH:11]=[C:12]([CH:14]([F:15])[F:16])[CH:13]=1, predict the reactants needed to synthesize it. The reactants are: [OH-].[Li+].[F:3][C:4]1[CH:29]=[CH:28][CH:27]=[C:26]([F:30])[C:5]=1[CH2:6][O:7][C:8]1[C:9]2[N:10]([C:17]([C:21]([O:23]CC)=[O:22])=[C:18]([CH3:20])[N:19]=2)[CH:11]=[C:12]([CH:14]([F:16])[F:15])[CH:13]=1.ClCCl.O.